Regression. Given a peptide amino acid sequence and an MHC pseudo amino acid sequence, predict their binding affinity value. This is MHC class II binding data. From a dataset of Peptide-MHC class II binding affinity with 134,281 pairs from IEDB. (1) The peptide sequence is EKKYAAATQFEPLAA. The binding affinity (normalized) is 0.216. The MHC is HLA-DQA10501-DQB10301 with pseudo-sequence HLA-DQA10501-DQB10301. (2) The peptide sequence is LMSSLHLKRYYGRIL. The MHC is DRB1_0401 with pseudo-sequence DRB1_0401. The binding affinity (normalized) is 0.362. (3) The peptide sequence is WTQSLRRGLSAWTTS. The MHC is DRB1_1101 with pseudo-sequence DRB1_1101. The binding affinity (normalized) is 0.962. (4) The MHC is DRB1_0701 with pseudo-sequence DRB1_0701. The binding affinity (normalized) is 0.508. The peptide sequence is TNDNNLYKLHGGHVS. (5) The peptide sequence is RRLRTLILAPTRVVA. The MHC is DRB1_0101 with pseudo-sequence DRB1_0101. The binding affinity (normalized) is 0.643.